From a dataset of Catalyst prediction with 721,799 reactions and 888 catalyst types from USPTO. Predict which catalyst facilitates the given reaction. (1) Reactant: C(NC(C)C)(C)C.C([Li])CCC.CCCCCC.[C:19]([OH:24])(=[O:23])[CH:20]([CH3:22])[CH3:21].C([O:29][C:30]([C:32]1[S:33][C:34]([CH2:37]Cl)=[CH:35][CH:36]=1)=[O:31])(C)(C)C.Cl. Product: [C:30]([C:32]1[S:33][C:34]([CH2:37][C:20]([CH3:22])([CH3:21])[C:19]([OH:24])=[O:23])=[CH:35][CH:36]=1)([OH:29])=[O:31]. The catalyst class is: 54. (2) Reactant: O[C:2]1[C:11]([C:12]#[N:13])=[CH:10][C:9]2[C:4](=[CH:5][C:6]([O:16][CH2:17][CH2:18][O:19][CH3:20])=[C:7]([O:14][CH3:15])[CH:8]=2)[N:3]=1.C(Cl)(=O)C([Cl:24])=O.CN(C=O)C. Product: [Cl:24][C:10]1[C:9]2[C:4](=[CH:5][C:6]([O:16][CH2:17][CH2:18][O:19][CH3:20])=[C:7]([O:14][CH3:15])[CH:8]=2)[N:3]=[CH:2][C:11]=1[C:12]#[N:13]. The catalyst class is: 2. (3) Reactant: [NH2:1][C:2]1[CH:9]=[C:8]([CH3:10])[CH:7]=[CH:6][C:3]=1[C:4]#[N:5].[OH-:11].[K+]. Product: [NH2:1][C:2]1[CH:9]=[C:8]([CH3:10])[CH:7]=[CH:6][C:3]=1[C:4]([NH2:5])=[O:11]. The catalyst class is: 8. (4) Reactant: [Cl:1][C:2]1[CH:7]=[C:6]([Cl:8])[CH:5]=[CH:4][C:3]=1[CH2:9][NH2:10].[F:11][C:12]([F:18])([F:17])[CH2:13][C:14](O)=[O:15].N1C=CC=CC=1.P(Cl)(Cl)(Cl)=O. Product: [Cl:1][C:2]1[CH:7]=[C:6]([Cl:8])[CH:5]=[CH:4][C:3]=1[CH2:9][NH:10][C:14](=[O:15])[CH2:13][C:12]([F:18])([F:17])[F:11]. The catalyst class is: 2. (5) Reactant: [CH3:1][O:2][C:3]1[CH:4]=[C:5]2[C:10](=[CH:11][C:12]=1[O:13][CH3:14])[N:9]=[CH:8][CH:7]=[C:6]2[O:15][C:16]1[CH:22]=[CH:21][C:19]([NH2:20])=[CH:18][CH:17]=1.C1(C)C=CC=CC=1.C(N(CC)CC)C.ClC(Cl)(O[C:41](=[O:47])[O:42][C:43](Cl)(Cl)Cl)Cl.[F:49][C:50]1[CH:59]=[CH:58][CH:57]=[CH:56][C:51]=1[O:52][CH2:53]CO. Product: [CH3:1][O:2][C:3]1[CH:4]=[C:5]2[C:10](=[CH:11][C:12]=1[O:13][CH3:14])[N:9]=[CH:8][CH:7]=[C:6]2[O:15][C:16]1[CH:22]=[CH:21][C:19]([NH:20][C:41](=[O:47])[O:42][CH2:43][CH2:53][O:52][C:51]2[CH:56]=[CH:57][CH:58]=[CH:59][C:50]=2[F:49])=[CH:18][CH:17]=1. The catalyst class is: 2.